This data is from Catalyst prediction with 721,799 reactions and 888 catalyst types from USPTO. The task is: Predict which catalyst facilitates the given reaction. (1) Reactant: Br[C:2]1[C:3]([O:22][C:23]2[CH:28]=[CH:27][C:26]([CH2:29][CH2:30][C:31]([O:33][CH2:34][CH3:35])=[O:32])=[CH:25][CH:24]=2)=[N:4][CH:5]=[C:6]([S:8](=[O:21])(=[O:20])[NH:9][C:10]2[CH:15]=[CH:14][C:13]([C:16]([F:19])([F:18])[F:17])=[CH:12][CH:11]=2)[CH:7]=1.C([O-])=O.[NH4+]. Product: [F:19][C:16]([F:17])([F:18])[C:13]1[CH:14]=[CH:15][C:10]([NH:9][S:8]([C:6]2[CH:7]=[CH:2][C:3]([O:22][C:23]3[CH:28]=[CH:27][C:26]([CH2:29][CH2:30][C:31]([O:33][CH2:34][CH3:35])=[O:32])=[CH:25][CH:24]=3)=[N:4][CH:5]=2)(=[O:21])=[O:20])=[CH:11][CH:12]=1. The catalyst class is: 178. (2) Reactant: [F:1][C:2]1[CH:7]=[CH:6][C:5]([O:8][CH3:9])=[CH:4][C:3]=1[C:10]1[C:19]([O:20][CH2:21][CH:22]([CH3:24])[CH3:23])=[CH:18][C:13]([C:14]([O:16][CH3:17])=[O:15])=[CH:12][N:11]=1.NC(N)=[O:27].OO.FC(F)(F)C(OC(=O)C(F)(F)F)=O.C(=O)([O-])O.[Na+]. Product: [F:1][C:2]1[CH:7]=[CH:6][C:5]([O:8][CH3:9])=[CH:4][C:3]=1[C:10]1[C:19]([O:20][CH2:21][CH:22]([CH3:24])[CH3:23])=[CH:18][C:13]([C:14]([O:16][CH3:17])=[O:15])=[CH:12][N+:11]=1[O-:27]. The catalyst class is: 10. (3) Reactant: [F:1][C:2]([F:15])([F:14])[S:3]([O:6]S(C(F)(F)F)(=O)=O)(=[O:5])=[O:4].O=[C:17]1[CH2:21][CH2:20][CH2:19][CH:18]1[C:22]([O:24][CH3:25])=[O:23].C(N(CC)C(C)C)(C)C. Product: [CH3:25][O:24][C:22]([C:18]1[CH2:19][CH2:20][CH2:21][C:17]=1[O:6][S:3]([C:2]([F:15])([F:14])[F:1])(=[O:5])=[O:4])=[O:23]. The catalyst class is: 2. (4) Reactant: C([NH:8][CH:9]1[CH2:18][CH2:17][C:12]2([O:16][CH2:15][CH2:14][O:13]2)[CH2:11][CH2:10]1)C1C=CC=CC=1. Product: [O:13]1[C:12]2([CH2:17][CH2:18][CH:9]([NH2:8])[CH2:10][CH2:11]2)[O:16][CH2:15][CH2:14]1. The catalyst class is: 14. (5) Reactant: [Cl:1][C:2]1[CH:3]=[CH:4][C:5]([O:36][CH2:37][CH:38]([CH3:40])[CH3:39])=[C:6]([CH2:8][N:9]2[C:13]([CH3:14])=[CH:12][C:11]([NH:15][C:16]([C:18]3[CH:35]=[CH:34][C:21]4[CH2:22][CH2:23][N:24](C(OC(C)(C)C)=O)[CH2:25][CH2:26][C:20]=4[CH:19]=3)=[O:17])=[N:10]2)[CH:7]=1. Product: [ClH:1].[Cl:1][C:2]1[CH:3]=[CH:4][C:5]([O:36][CH2:37][CH:38]([CH3:40])[CH3:39])=[C:6]([CH2:8][N:9]2[C:13]([CH3:14])=[CH:12][C:11]([NH:15][C:16]([C:18]3[CH:35]=[CH:34][C:21]4[CH2:22][CH2:23][NH:24][CH2:25][CH2:26][C:20]=4[CH:19]=3)=[O:17])=[N:10]2)[CH:7]=1. The catalyst class is: 89. (6) Reactant: IC1[N:3]=[CH:4][N:5]([C:7]([C:20]2[CH:25]=[CH:24][CH:23]=[CH:22][CH:21]=2)([C:14]2[CH:19]=[CH:18][CH:17]=[CH:16][CH:15]=2)[C:8]2[CH:13]=[CH:12][CH:11]=[CH:10][CH:9]=2)[CH:6]=1.[CH3:26][C:27]1[S:31][C:30](B2OC(C)(C)C(C)(C)O2)=[CH:29][CH:28]=1.[C:41]([O-])([O-])=O.[Na+].[Na+]. The catalyst class is: 127. Product: [CH3:41][C:30]1[S:31][C:27]([C:26]2[N:3]=[CH:4][N:5]([C:7]([C:14]3[CH:19]=[CH:18][CH:17]=[CH:16][CH:15]=3)([C:8]3[CH:9]=[CH:10][CH:11]=[CH:12][CH:13]=3)[C:20]3[CH:25]=[CH:24][CH:23]=[CH:22][CH:21]=3)[CH:6]=2)=[CH:28][CH:29]=1.